From a dataset of Peptide-MHC class II binding affinity with 134,281 pairs from IEDB. Regression. Given a peptide amino acid sequence and an MHC pseudo amino acid sequence, predict their binding affinity value. This is MHC class II binding data. The peptide sequence is PEHRQLANAIFKLTYQN. The MHC is DRB1_0802 with pseudo-sequence DRB1_0802. The binding affinity (normalized) is 0.419.